Dataset: Forward reaction prediction with 1.9M reactions from USPTO patents (1976-2016). Task: Predict the product of the given reaction. (1) Given the reactants [F-].[K+].[NH2:3][C:4]1[CH:9]=[CH:8][C:7]([N+:10]([O-:12])=[O:11])=[CH:6][C:5]=1[OH:13].Br[C:15]1([C:19](OCC)=[O:20])[CH2:18][CH2:17][CH2:16]1, predict the reaction product. The product is: [N+:10]([C:7]1[CH:8]=[CH:9][C:4]2[NH:3][C:19](=[O:20])[C:15]3([O:13][C:5]=2[CH:6]=1)[CH2:18][CH2:17][CH2:16]3)([O-:12])=[O:11]. (2) Given the reactants [CH3:1][C:2]([NH:5][CH2:6][C:7]([NH:9][C:10]1[CH:11]=[C:12]([N:40]([CH3:42])[CH3:41])[C:13]2[CH2:25][C@@H:24]3[C:19](=[C:20]([OH:39])[C@:21]4([OH:38])[C:29](=[O:30])[C:28]([C:31]([NH2:33])=[O:32])=[C:27]([OH:34])[C@@H:26]([N:35]([CH3:37])[CH3:36])[C@@H:22]4[CH2:23]3)[C:17](=[O:18])[C:14]=2[C:15]=1[OH:16])=[O:8])([CH3:4])[CH3:3].C(=O)([O-])[O-].[Na+].[Na+].Cl.CC(NCC(NC1C=C(N(C)C)C2C[C@@H]3C(=C(O)C=2C=1O)C(=O)[C@@]1(O)[C@H]([C@H](N(C)C)C(C(C(N)=O)=C1O)=O)C3)=O)(C)C.Cl.N, predict the reaction product. The product is: [CH3:4][C:2]([NH:5][CH2:6][C:7]([NH:9][C:10]1[CH:11]=[C:12]([N:40]([CH3:42])[CH3:41])[C:13]2[CH2:25][C@@H:24]3[C:19](=[C:17]([OH:18])[C:14]=2[C:15]=1[OH:16])[C:20](=[O:39])[C@@:21]1([OH:38])[C@H:22]([C@H:26]([N:35]([CH3:36])[CH3:37])[C:27]([C:28]([C:31]([NH2:33])=[O:32])=[C:29]1[OH:30])=[O:34])[CH2:23]3)=[O:8])([CH3:1])[CH3:3]. (3) Given the reactants [CH3:1][O:2][C:3]1[CH:26]=[CH:25][C:6]([CH2:7][N:8]2[CH:12]=[C:11]([C:13](=[O:15])[CH3:14])[C:10]([C:16]3[CH:21]=[CH:20][CH:19]=[C:18]([N+:22]([O-:24])=[O:23])[CH:17]=3)=[N:9]2)=[CH:5][CH:4]=1.[CH3:27][N:28]([CH3:31])[CH:29]=O, predict the reaction product. The product is: [CH3:27][N:28]([CH3:31])/[CH:29]=[CH:14]/[C:13]([C:11]1[C:10]([C:16]2[CH:21]=[CH:20][CH:19]=[C:18]([N+:22]([O-:24])=[O:23])[CH:17]=2)=[N:9][N:8]([CH2:7][C:6]2[CH:5]=[CH:4][C:3]([O:2][CH3:1])=[CH:26][CH:25]=2)[CH:12]=1)=[O:15]. (4) Given the reactants [CH2:1]([O:3][C:4]([C:6]([C:17](=[O:21])[CH:18]([CH3:20])[CH3:19])=[CH:7][C:8]1[CH:16]=[CH:15][C:11]([C:12]([OH:14])=[O:13])=[CH:10][CH:9]=1)=[O:5])[CH3:2], predict the reaction product. The product is: [CH2:1]([O:3][C:4]([CH:6]([C:17](=[O:21])[CH:18]([CH3:20])[CH3:19])[CH2:7][C:8]1[CH:16]=[CH:15][C:11]([C:12]([OH:14])=[O:13])=[CH:10][CH:9]=1)=[O:5])[CH3:2]. (5) Given the reactants [CH3:1][S-:2].[Na+].[Br:4][C:5]1[C:6](Cl)=[N:7][C:8]([Cl:11])=[N:9][CH:10]=1, predict the reaction product. The product is: [Br:4][C:5]1[C:6]([S:2][CH3:1])=[N:7][C:8]([Cl:11])=[N:9][CH:10]=1. (6) Given the reactants [C:1](Cl)(=[O:3])[CH3:2].[Cl:5][C:6]1[CH:11]=[CH:10][C:9]([CH:12]([OH:30])[C:13]([NH:15][CH2:16][CH2:17][C:18]2[CH:23]=[CH:22][C:21]([O:24][CH2:25][C:26]#[CH:27])=[C:20]([O:28][CH3:29])[CH:19]=2)=[O:14])=[CH:8][CH:7]=1.N1C=CC=CC=1, predict the reaction product. The product is: [C:1]([O:30][CH:12]([C:9]1[CH:8]=[CH:7][C:6]([Cl:5])=[CH:11][CH:10]=1)[C:13]([NH:15][CH2:16][CH2:17][C:18]1[CH:23]=[CH:22][C:21]([O:24][CH2:25][C:26]#[CH:27])=[C:20]([O:28][CH3:29])[CH:19]=1)=[O:14])(=[O:3])[CH3:2].